This data is from NCI-60 drug combinations with 297,098 pairs across 59 cell lines. The task is: Regression. Given two drug SMILES strings and cell line genomic features, predict the synergy score measuring deviation from expected non-interaction effect. (1) Drug 1: C1=NC2=C(N=C(N=C2N1C3C(C(C(O3)CO)O)O)F)N. Drug 2: C1CCC(C(C1)N)N.C(=O)(C(=O)[O-])[O-].[Pt+4]. Cell line: NCI-H522. Synergy scores: CSS=23.5, Synergy_ZIP=-9.80, Synergy_Bliss=-0.820, Synergy_Loewe=-3.67, Synergy_HSA=0.0862. (2) Drug 1: C1=CN(C(=O)N=C1N)C2C(C(C(O2)CO)O)O.Cl. Drug 2: C1=NC2=C(N=C(N=C2N1C3C(C(C(O3)CO)O)O)F)N. Cell line: PC-3. Synergy scores: CSS=17.1, Synergy_ZIP=-2.41, Synergy_Bliss=-2.10, Synergy_Loewe=-1.25, Synergy_HSA=0.303.